Regression. Given a peptide amino acid sequence and an MHC pseudo amino acid sequence, predict their binding affinity value. This is MHC class II binding data. From a dataset of Peptide-MHC class II binding affinity with 134,281 pairs from IEDB. (1) The peptide sequence is KVTFLSQVHPSPLLT. The MHC is DRB1_0405 with pseudo-sequence DRB1_0405. The binding affinity (normalized) is 0.578. (2) The peptide sequence is KMIGGIGGFIKVRQYDQILI. The MHC is HLA-DPA10301-DPB10402 with pseudo-sequence HLA-DPA10301-DPB10402. The binding affinity (normalized) is 0.410.